This data is from NCI-60 drug combinations with 297,098 pairs across 59 cell lines. The task is: Regression. Given two drug SMILES strings and cell line genomic features, predict the synergy score measuring deviation from expected non-interaction effect. (1) Drug 1: CC12CCC3C(C1CCC2=O)CC(=C)C4=CC(=O)C=CC34C. Drug 2: CC(C)CN1C=NC2=C1C3=CC=CC=C3N=C2N. Cell line: K-562. Synergy scores: CSS=24.5, Synergy_ZIP=1.69, Synergy_Bliss=-1.52, Synergy_Loewe=-3.40, Synergy_HSA=-2.82. (2) Drug 1: C1CCC(C1)C(CC#N)N2C=C(C=N2)C3=C4C=CNC4=NC=N3. Drug 2: COCCOC1=C(C=C2C(=C1)C(=NC=N2)NC3=CC=CC(=C3)C#C)OCCOC.Cl. Cell line: UACC-257. Synergy scores: CSS=-1.84, Synergy_ZIP=1.52, Synergy_Bliss=1.05, Synergy_Loewe=-1.20, Synergy_HSA=-1.64. (3) Drug 1: CCN(CC)CCNC(=O)C1=C(NC(=C1C)C=C2C3=C(C=CC(=C3)F)NC2=O)C. Drug 2: CC12CCC3C(C1CCC2OP(=O)(O)O)CCC4=C3C=CC(=C4)OC(=O)N(CCCl)CCCl.[Na+]. Cell line: BT-549. Synergy scores: CSS=0.0625, Synergy_ZIP=-4.64, Synergy_Bliss=-7.68, Synergy_Loewe=-8.92, Synergy_HSA=-9.93. (4) Drug 1: C1=NC2=C(N1)C(=S)N=C(N2)N. Synergy scores: CSS=23.5, Synergy_ZIP=8.70, Synergy_Bliss=10.2, Synergy_Loewe=-10.6, Synergy_HSA=3.19. Drug 2: COC1=C2C(=CC3=C1OC=C3)C=CC(=O)O2. Cell line: U251. (5) Drug 1: CC1=C(C(CCC1)(C)C)C=CC(=CC=CC(=CC(=O)O)C)C. Drug 2: C(CC(=O)O)C(=O)CN.Cl. Cell line: SF-295. Synergy scores: CSS=6.07, Synergy_ZIP=-0.917, Synergy_Bliss=-1.55, Synergy_Loewe=-5.38, Synergy_HSA=-5.74. (6) Drug 1: COC1=NC(=NC2=C1N=CN2C3C(C(C(O3)CO)O)O)N. Drug 2: C1=NC2=C(N=C(N=C2N1C3C(C(C(O3)CO)O)F)Cl)N. Cell line: SNB-75. Synergy scores: CSS=-2.29, Synergy_ZIP=-0.184, Synergy_Bliss=-2.08, Synergy_Loewe=-3.47, Synergy_HSA=-3.13. (7) Drug 1: C(=O)(N)NO. Drug 2: C1CCC(C(C1)N)N.C(=O)(C(=O)[O-])[O-].[Pt+4]. Cell line: SF-268. Synergy scores: CSS=13.0, Synergy_ZIP=-3.50, Synergy_Bliss=0.651, Synergy_Loewe=1.04, Synergy_HSA=1.16.